Dataset: Peptide-MHC class II binding affinity with 134,281 pairs from IEDB. Task: Regression. Given a peptide amino acid sequence and an MHC pseudo amino acid sequence, predict their binding affinity value. This is MHC class II binding data. (1) The binding affinity (normalized) is 0.502. The peptide sequence is SWEYWGAQLNAMKPD. The MHC is DRB3_0101 with pseudo-sequence DRB3_0101. (2) The peptide sequence is GAEVHIGNGGPCLFM. The MHC is HLA-DQA10501-DQB10301 with pseudo-sequence HLA-DQA10501-DQB10301. The binding affinity (normalized) is 0.578. (3) The MHC is DRB1_0802 with pseudo-sequence DRB1_0802. The peptide sequence is VAPIEHIASMRRNYF. The binding affinity (normalized) is 0.402. (4) The MHC is DRB1_0802 with pseudo-sequence DRB1_0802. The binding affinity (normalized) is 0.631. The peptide sequence is YDKFLENVSTVLTGK. (5) The peptide sequence is FKKWCGMLSTKSIDL. The MHC is DRB1_0101 with pseudo-sequence DRB1_0101. The binding affinity (normalized) is 0.734. (6) The peptide sequence is QMRSMPFLRKTRWTF. The MHC is HLA-DQA10201-DQB10402 with pseudo-sequence HLA-DQA10201-DQB10402. The binding affinity (normalized) is 0.677. (7) The peptide sequence is YATFFIKANSKFIGITE. The MHC is DRB1_0404 with pseudo-sequence DRB1_0404. The binding affinity (normalized) is 0.339.